Dataset: hERG Central: cardiac toxicity at 1µM, 10µM, and general inhibition. Task: Predict hERG channel inhibition at various concentrations. (1) The molecule is COCCCn1c(=N)c(C(N)=S)cc2c(=O)n3cccc(C)c3nc21. Results: hERG_inhib (hERG inhibition (general)): blocker. (2) The drug is COc1ccc(CCNC(=O)c2cc3c(=O)n4cccc(C)c4nc3n(Cc3ccco3)c2=N)cc1OC. Results: hERG_inhib (hERG inhibition (general)): blocker. (3) The compound is COc1cccc(CC2(CO)CCCN(Cc3cc(F)ccc3-n3cccn3)C2)c1. Results: hERG_inhib (hERG inhibition (general)): blocker. (4) The compound is Cc1ccc(N(CC(O)CN2CCOCC2)S(=O)(=O)c2ccc([N+](=O)[O-])cc2)cc1. Results: hERG_inhib (hERG inhibition (general)): blocker. (5) The compound is COc1ccc(C(CNC(=O)c2cccc(NC(=O)c3cccs3)c2)N2CCCC2)cc1. Results: hERG_inhib (hERG inhibition (general)): blocker. (6) The molecule is CSc1ccc(CN2CCN(C(=O)COc3cccc(C)c3)CC2)cc1. Results: hERG_inhib (hERG inhibition (general)): blocker. (7) The drug is Cc1cc(-n2cccn2)ccc1CN1CCN(C2CCCC2)C(CCO)C1. Results: hERG_inhib (hERG inhibition (general)): blocker.